This data is from Catalyst prediction with 721,799 reactions and 888 catalyst types from USPTO. The task is: Predict which catalyst facilitates the given reaction. (1) Reactant: CO[C:3](=[O:40])[C:4]1[CH:9]=[CH:8][CH:7]=[C:6]([CH2:10][O:11][C:12]2[CH:17]=[CH:16][C:15]([C:18]3[CH:23]=[C:22]([F:24])[C:21]([F:25])=[CH:20][C:19]=3[F:26])=[CH:14][CH:13]=2)[C:5]=1[NH:27][N:28](C(OC(C)(C)C)=O)[CH2:29][CH2:30][O:31][CH3:32].[ClH:41]. Product: [CH3:32][O:31][CH2:30][CH2:29][N:28]1[C:3](=[O:40])[C:4]2[C:5](=[C:6]([CH2:10][O:11][C:12]3[CH:13]=[CH:14][C:15]([C:18]4[CH:23]=[C:22]([F:24])[C:21]([F:25])=[CH:20][C:19]=4[F:26])=[CH:16][CH:17]=3)[CH:7]=[CH:8][CH:9]=2)[NH:27]1.[ClH:41].[CH3:32][O:31][CH2:30][CH2:29][N:28]1[C:3](=[O:40])[C:4]2[C:5](=[C:6]([CH2:10][O:11][C:12]3[CH:13]=[CH:14][C:15]([C:18]4[CH:23]=[C:22]([F:24])[C:21]([F:25])=[CH:20][C:19]=4[F:26])=[CH:16][CH:17]=3)[CH:7]=[CH:8][CH:9]=2)[NH:27]1. The catalyst class is: 1. (2) Reactant: [CH2:1]([O:3][C:4]1[C:8]([CH2:9][CH2:10][CH2:11][OH:12])=[CH:7][N:6]([C:13]2[CH:18]=[CH:17][C:16]([C:19]([F:22])([F:21])[F:20])=[CH:15][N:14]=2)[N:5]=1)[CH3:2].O[C:24]1[CH:25]=[C:26]([CH2:32][CH2:33][C:34]([O:36]CC)=[O:35])[CH:27]=[C:28]([O:30][CH3:31])[CH:29]=1.C(P(CCCC)CCCC)CCC.N(C(N1CCCCC1)=O)=NC(N1CCCCC1)=O. Product: [CH2:1]([O:3][C:4]1[C:8]([CH2:9][CH2:10][CH2:11][O:12][C:24]2[CH:29]=[C:28]([O:30][CH3:31])[CH:27]=[C:26]([CH2:32][CH2:33][C:34]([OH:36])=[O:35])[CH:25]=2)=[CH:7][N:6]([C:13]2[CH:18]=[CH:17][C:16]([C:19]([F:21])([F:20])[F:22])=[CH:15][N:14]=2)[N:5]=1)[CH3:2]. The catalyst class is: 7.